Dataset: Forward reaction prediction with 1.9M reactions from USPTO patents (1976-2016). Task: Predict the product of the given reaction. (1) Given the reactants [CH3:1][O:2][CH2:3][C@H:4]([CH3:23])[O:5][C:6]1[CH:7]=[C:8]([CH:12]=[C:13]([O:15][C:16]2[CH:21]=[CH:20][CH:19]=[C:18]([F:22])[CH:17]=2)[CH:14]=1)[C:9]([OH:11])=O.FC1C=C(B(O)O)C=CC=1.[NH2:34][C:35]1[S:36][CH:37]=[C:38]([CH2:40][C:41]([O:43][CH2:44][CH3:45])=[O:42])[N:39]=1, predict the reaction product. The product is: [CH2:44]([O:43][C:41](=[O:42])[CH2:40][C:38]1[N:39]=[C:35]([NH:34][C:9](=[O:11])[C:8]2[CH:7]=[C:6]([O:5][C@@H:4]([CH3:23])[CH2:3][O:2][CH3:1])[CH:14]=[C:13]([O:15][C:16]3[CH:21]=[CH:20][CH:19]=[C:18]([F:22])[CH:17]=3)[CH:12]=2)[S:36][CH:37]=1)[CH3:45]. (2) Given the reactants [N:1]1[C:10]2[C@@H:9]([NH2:11])[CH2:8][CH2:7][CH2:6][C:5]=2[CH:4]=[CH:3][CH:2]=1.[CH3:12][C:13]([CH3:15])=O.C(OC)(OC)OC.[BH4-].[Na+].C([O-])(O)=O.[Na+], predict the reaction product. The product is: [CH3:12][CH:13]([NH:11][C@@H:9]1[C:10]2[N:1]=[CH:2][CH:3]=[CH:4][C:5]=2[CH2:6][CH2:7][CH2:8]1)[CH3:15]. (3) Given the reactants CO[C:3]([C:5]1[C:6]2[CH2:14][CH2:13][N:12]([CH2:15][C:16]3[CH:21]=[CH:20][CH:19]=[CH:18][CH:17]=3)[CH2:11][C:7]=2[N:8]=[CH:9][N:10]=1)=[O:4].[CH:22]1([CH2:28][NH2:29])[CH2:27][CH2:26][CH2:25][CH2:24][CH2:23]1, predict the reaction product. The product is: [CH2:15]([N:12]1[CH2:13][CH2:14][C:6]2[C:5]([C:3]([NH:29][CH2:28][CH:22]3[CH2:27][CH2:26][CH2:25][CH2:24][CH2:23]3)=[O:4])=[N:10][CH:9]=[N:8][C:7]=2[CH2:11]1)[C:16]1[CH:21]=[CH:20][CH:19]=[CH:18][CH:17]=1. (4) The product is: [CH3:13][N:3]1[C:11]2[C:6](=[CH:7][CH:8]=[CH:9][CH:10]=2)[CH2:5][CH2:4]1. Given the reactants [H-].[Na+].[NH:3]1[C:11]2[C:6](=[CH:7][CH:8]=[CH:9][CH:10]=2)[CH2:5][CH2:4]1.I[CH3:13], predict the reaction product. (5) Given the reactants [CH3:1][N:2]1[C:7](=[O:8])[C:6]2[C:9]([S:24][C:25]3[N:29]=[CH:28][NH:27][N:26]=3)=[C:10]([C:12](=O)[C:13]3[CH:18]=[CH:17][CH:16]=[CH:15][C:14]=3[C:19]([F:22])([F:21])[F:20])[S:11][C:5]=2[N:4]([CH2:30][CH:31]([CH3:33])[CH3:32])[C:3]1=[O:34].Cl, predict the reaction product. The product is: [CH3:1][N:2]1[C:7](=[O:8])[C:6]2[C:9]([S:24][C:25]3[N:29]=[CH:28][NH:27][N:26]=3)=[C:10]([CH2:12][C:13]3[CH:18]=[CH:17][CH:16]=[CH:15][C:14]=3[C:19]([F:22])([F:20])[F:21])[S:11][C:5]=2[N:4]([CH2:30][CH:31]([CH3:32])[CH3:33])[C:3]1=[O:34].